From a dataset of NCI-60 drug combinations with 297,098 pairs across 59 cell lines. Regression. Given two drug SMILES strings and cell line genomic features, predict the synergy score measuring deviation from expected non-interaction effect. (1) Drug 1: C1=CC(=CC=C1CCCC(=O)O)N(CCCl)CCCl. Drug 2: CCCS(=O)(=O)NC1=C(C(=C(C=C1)F)C(=O)C2=CNC3=C2C=C(C=N3)C4=CC=C(C=C4)Cl)F. Cell line: BT-549. Synergy scores: CSS=4.02, Synergy_ZIP=-8.23, Synergy_Bliss=-6.49, Synergy_Loewe=-11.0, Synergy_HSA=-8.46. (2) Drug 1: CCN(CC)CCNC(=O)C1=C(NC(=C1C)C=C2C3=C(C=CC(=C3)F)NC2=O)C. Drug 2: C1CNP(=O)(OC1)N(CCCl)CCCl. Cell line: NCI/ADR-RES. Synergy scores: CSS=5.81, Synergy_ZIP=-2.37, Synergy_Bliss=-2.20, Synergy_Loewe=1.80, Synergy_HSA=-4.77.